From a dataset of Forward reaction prediction with 1.9M reactions from USPTO patents (1976-2016). Predict the product of the given reaction. Given the reactants Br[C:2]1[CH:11]=[CH:10][C:9]2[N:8]=[C:7]([NH2:12])[C:6]3[N:13]=[CH:14][N:15]([CH2:16][CH:17]([CH3:19])[CH3:18])[C:5]=3[C:4]=2[CH:3]=1.[CH3:20][O:21][C:22]1[CH:27]=[C:26]([O:28][CH3:29])[CH:25]=[CH:24][C:23]=1B(O)O, predict the reaction product. The product is: [CH3:20][O:21][C:22]1[CH:27]=[C:26]([O:28][CH3:29])[CH:25]=[CH:24][C:23]=1[C:2]1[CH:11]=[CH:10][C:9]2[N:8]=[C:7]([NH2:12])[C:6]3[N:13]=[CH:14][N:15]([CH2:16][CH:17]([CH3:19])[CH3:18])[C:5]=3[C:4]=2[CH:3]=1.